This data is from Full USPTO retrosynthesis dataset with 1.9M reactions from patents (1976-2016). The task is: Predict the reactants needed to synthesize the given product. Given the product [CH:31]1[C:30]2[CH:29]([CH2:28][O:27][C:25](=[O:26])[NH:24][C@H:20]([C:21](=[O:22])[NH:7][CH:1]3[CH2:6][CH2:5][CH2:4][CH2:3][CH2:2]3)[CH2:19][CH2:18][CH2:17][CH2:16][NH2:15])[C:41]3[C:36](=[CH:37][CH:38]=[CH:39][CH:40]=3)[C:35]=2[CH:34]=[CH:33][CH:32]=1, predict the reactants needed to synthesize it. The reactants are: [CH:1]1([NH2:7])[CH2:6][CH2:5][CH2:4][CH2:3][CH2:2]1.C(OC([NH:15][CH2:16][CH2:17][CH2:18][CH2:19][C@H:20]([NH:24][C:25]([O:27][CH2:28][CH:29]1[C:41]2[CH:40]=[CH:39][CH:38]=[CH:37][C:36]=2[C:35]2[C:30]1=[CH:31][CH:32]=[CH:33][CH:34]=2)=[O:26])[C:21](O)=[O:22])=O)(C)(C)C.